Dataset: Reaction yield outcomes from USPTO patents with 853,638 reactions. Task: Predict the reaction yield, written as a fraction of the theoretical maximum amount of product (1.0 means a 100% yield; for example, 0.34 means a 34% yield). (1) The yield is 0.760. The product is [CH3:20][N:21]1[C:18]([C:3]2[C:2](=[O:1])[CH:7]=[CH:6][N:5]([C:8]3[CH:13]=[CH:12][CH:11]=[C:10]([C:14]([F:17])([F:16])[F:15])[CH:9]=3)[N:4]=2)=[C:24]([C:25]2[CH:30]=[CH:29][CH:28]=[CH:27][CH:26]=2)[N:23]=[CH:22]1. The catalyst is CN(C=O)C.O. The reactants are [O:1]=[C:2]1[CH:7]=[CH:6][N:5]([C:8]2[CH:13]=[CH:12][CH:11]=[C:10]([C:14]([F:17])([F:16])[F:15])[CH:9]=2)[N:4]=[C:3]1[CH:18]=O.[CH3:20][NH2:21].[CH2:22]=[N:23][CH:24](S(C1C=CC(C)=CC=1)(=O)=O)[C:25]1[CH:30]=[CH:29][CH:28]=[CH:27][CH:26]=1.C([O-])([O-])=O.[K+].[K+]. (2) The reactants are [NH2:1][C:2]1[C:3]([C:7](=[N:13][OH:14])[NH:8]CCOC)=[N:4][O:5][N:6]=1.O.[OH-].[K+].[C:18]([O:21][CH2:22]C)(=O)[CH3:19]. The catalyst is CCCCCC. The product is [OH:14][N:13]=[C:7]([C:3]1[C:2]([NH:1][CH2:19][CH2:18][O:21][CH3:22])=[N:6][O:5][N:4]=1)[NH2:8]. The yield is 0.810.